Dataset: Full USPTO retrosynthesis dataset with 1.9M reactions from patents (1976-2016). Task: Predict the reactants needed to synthesize the given product. (1) Given the product [N+:20]([C:23]([CH3:24])=[CH:13][C:6]1[C:7]2[CH:8]=[CH:9][CH:10]=[N:11][C:12]=2[N:4]2[CH2:3][CH2:2][CH2:1][C:5]=12)([O-:22])=[O:21], predict the reactants needed to synthesize it. The reactants are: [CH2:1]1[C:5]2=[C:6]([CH:13]=O)[C:7]3[CH:8]=[CH:9][CH:10]=[N:11][C:12]=3[N:4]2[CH2:3][CH2:2]1.C([O-])(=O)C.[NH4+].[N+:20]([CH2:23][CH3:24])([O-:22])=[O:21]. (2) Given the product [Cl:8][C:4]1[CH:5]=[CH:6][CH:7]=[C:2]([Cl:1])[C:3]=1[C:9]1[CH:18]=[CH:17][C:16]2[C:11](=[CH:12][CH:13]=[C:14]([CH2:19][CH:20]([NH:25][C:26]([C@@H:28]3[CH2:33][CH2:32][CH2:31][CH2:30][N:29]3[S:34]([C:37]3[CH:42]=[CH:41][C:40]([CH3:43])=[CH:39][CH:38]=3)(=[O:36])=[O:35])=[O:27])[C:21]([OH:23])=[O:22])[CH:15]=2)[N:10]=1, predict the reactants needed to synthesize it. The reactants are: [Cl:1][C:2]1[CH:7]=[CH:6][CH:5]=[C:4]([Cl:8])[C:3]=1[C:9]1[CH:18]=[CH:17][C:16]2[C:11](=[CH:12][CH:13]=[C:14]([CH2:19][CH:20]([NH:25][C:26]([C@@H:28]3[CH2:33][CH2:32][CH2:31][CH2:30][N:29]3[S:34]([C:37]3[CH:42]=[CH:41][C:40]([CH3:43])=[CH:39][CH:38]=3)(=[O:36])=[O:35])=[O:27])[C:21]([O:23]C)=[O:22])[CH:15]=2)[N:10]=1.[OH-].[Na+].O.Cl. (3) Given the product [Br:8][C:26]1[CH:27]=[CH:28][C:29]2[C:24]([CH:25]=1)=[CH:23][C:22]1[C:31](=[CH:32][C:33]3[C:20]([CH:21]=1)=[CH:19][C:18]1[C:35](=[CH:36][CH:37]=[C:16]([CH:15]([C:9]4[CH:10]=[CH:11][CH:12]=[CH:13][CH:14]=4)[C:38]4[CH:43]=[CH:42][CH:41]=[CH:40][CH:39]=4)[CH:17]=1)[CH:34]=3)[CH:30]=2, predict the reactants needed to synthesize it. The reactants are: C1C(=O)N([Br:8])C(=O)C1.[C:9]1([CH:15]([C:38]2[CH:43]=[CH:42][CH:41]=[CH:40][CH:39]=2)[C:16]2[CH:17]=[C:18]3[C:35](=[CH:36][CH:37]=2)[CH:34]=[C:33]2[C:20]([CH:21]=[C:22]4[C:31](=[CH:32]2)[CH:30]=[C:29]2[C:24]([CH:25]=[CH:26][CH:27]=[CH:28]2)=[CH:23]4)=[CH:19]3)[CH:14]=[CH:13][CH:12]=[CH:11][CH:10]=1. (4) The reactants are: C([O:5][C:6](=[O:26])[C:7]([S:10][C:11]1[S:12][CH:13]=[C:14]([CH2:16][CH2:17][NH:18][C:19]2[N:24]=[CH:23][C:22](Br)=[CH:21][N:20]=2)[N:15]=1)([CH3:9])[CH3:8])(C)(C)C.Cl[CH2:28][C:29]1[CH:30]=[N:31][N:32]([C:34]2[CH:39]=[CH:38][CH:37]=[CH:36][CH:35]=2)[CH:33]=1.Cl.[CH3:41][NH:42][CH3:43]. Given the product [CH3:41][N:42]([CH3:43])[C:22]1[CH:23]=[N:24][C:19]([N:18]([CH2:28][C:29]2[CH:30]=[N:31][N:32]([C:34]3[CH:39]=[CH:38][CH:37]=[CH:36][CH:35]=3)[CH:33]=2)[CH2:17][CH2:16][C:14]2[N:15]=[C:11]([S:10][C:7]([CH3:8])([CH3:9])[C:6]([OH:5])=[O:26])[S:12][CH:13]=2)=[N:20][CH:21]=1, predict the reactants needed to synthesize it. (5) Given the product [NH2:27][C:4]1[CH:3]=[C:2]([Cl:1])[CH:26]=[CH:25][C:5]=1[C:6]([NH:8][C:9]1[CH:14]=[CH:13][C:12]([O:15][CH2:16][CH2:17][N:18]2[CH2:19][CH2:20][CH2:21][CH2:22]2)=[C:11]([O:23][CH3:24])[CH:10]=1)=[O:7], predict the reactants needed to synthesize it. The reactants are: [Cl:1][C:2]1[CH:26]=[CH:25][C:5]([C:6]([NH:8][C:9]2[CH:14]=[CH:13][C:12]([O:15][CH2:16][CH2:17][N:18]3[CH2:22][CH2:21][CH2:20][CH2:19]3)=[C:11]([O:23][CH3:24])[CH:10]=2)=[O:7])=[C:4]([N+:27]([O-])=O)[CH:3]=1.O.O.[Sn](Cl)Cl. (6) Given the product [Cl:10][CH2:11][CH2:12][CH2:13][CH:14]([C:15]1[O:17][C:58](/[CH:57]=[CH:56]/[C:46]2[CH:47]=[CH:48][C:49]([N:50]3[CH:54]=[C:53]([CH3:55])[N:52]=[CH:51]3)=[C:44]([O:43][CH3:42])[CH:45]=2)=[N:60][N:61]=1)[C:18]1[CH:23]=[CH:22][C:21]([Cl:24])=[CH:20][CH:19]=1, predict the reactants needed to synthesize it. The reactants are: C(N(C(C)C)CC)(C)C.[Cl:10][CH2:11][CH2:12][CH2:13][CH:14]([C:18]1[CH:23]=[CH:22][C:21]([Cl:24])=[CH:20][CH:19]=1)[C:15]([OH:17])=O.C1N(P(Cl)(N2C(=O)OCC2)=O)C(=O)OC1.Cl.Cl.[CH3:42][O:43][C:44]1[CH:45]=[C:46](/[CH:56]=[CH:57]/[C:58]([NH:60][NH2:61])=O)[CH:47]=[CH:48][C:49]=1[N:50]1[CH:54]=[C:53]([CH3:55])[N:52]=[CH:51]1.